This data is from Forward reaction prediction with 1.9M reactions from USPTO patents (1976-2016). The task is: Predict the product of the given reaction. (1) The product is: [Cl:15][C:12]([O:13][CH2:1][O:2][CH2:3][CH2:4][O:5][CH2:6][CH2:7][O:8][CH2:9][CH3:10])=[O:25]. Given the reactants [CH3:1][O:2][CH2:3][CH2:4][O:5][CH2:6][CH2:7][O:8][CH2:9][CH2:10]O.[C:12]([Cl:15])(Cl)=[O:13].C1(C)C=CC=CC=1.CC[O:25]CC, predict the reaction product. (2) Given the reactants [CH2:1]([O:3][C:4](=[O:38])[C:5]([O:29][C:30]1[CH:35]=[CH:34][C:33]([CH3:36])=[C:32]([CH3:37])[CH:31]=1)([CH3:28])[CH:6]([C:14]1[CH:19]=[CH:18][C:17]([O:20]CC2C=CC=CC=2)=[CH:16][CH:15]=1)OC(=O)C(F)(F)F)[CH3:2], predict the reaction product. The product is: [CH2:1]([O:3][C:4](=[O:38])[C:5]([O:29][C:30]1[CH:35]=[CH:34][C:33]([CH3:36])=[C:32]([CH3:37])[CH:31]=1)([CH3:28])[CH2:6][C:14]1[CH:15]=[CH:16][C:17]([OH:20])=[CH:18][CH:19]=1)[CH3:2]. (3) Given the reactants Cl.[Si]([O:9][C:10]([CH3:34])([CH3:33])[CH2:11][CH2:12][N:13]1[C:17](=[O:18])[CH2:16][C:15]2([CH2:23][CH2:22][C:21]([N:30]([CH3:32])[CH3:31])([C:24]3[CH:29]=[CH:28][CH:27]=[CH:26][CH:25]=3)[CH2:20][CH2:19]2)[CH2:14]1)(C(C)(C)C)(C)C.C(=O)([O-])[O-].[K+].[K+].CC(O)(C)CCO, predict the reaction product. The product is: [CH3:32][N:30]([CH3:31])[C:21]1([C:24]2[CH:29]=[CH:28][CH:27]=[CH:26][CH:25]=2)[CH2:22][CH2:23][C:15]2([CH2:14][N:13]([CH2:12][CH2:11][C:10]([OH:9])([CH3:34])[CH3:33])[C:17](=[O:18])[CH2:16]2)[CH2:19][CH2:20]1. (4) Given the reactants O.O.Cl.[OH:4][C:5]1[NH:9][CH:8]=[N:7][C:6]=1[C:10]([NH2:12])=[O:11].Cl.[OH-].[Na+], predict the reaction product. The product is: [OH:4][C:5]1[NH:9][CH:8]=[N:7][C:6]=1[C:10]([NH2:12])=[O:11]. (5) The product is: [CH2:46]([O:45][C:43](=[O:44])[CH2:42][C:37]1[CH:38]=[CH:39][CH:40]=[CH:41][C:36]=1[C:20]1[CH:21]=[CH:22][CH:23]=[C:18]([C:17]2[O:16][N:15]=[C:14]([CH3:33])[C:13]=2[NH:12][C:11]([O:10][CH:8]([C:3]2[CH:4]=[CH:5][CH:6]=[CH:7][C:2]=2[Cl:1])[CH3:9])=[O:34])[CH:19]=1)[CH3:47]. Given the reactants [Cl:1][C:2]1[CH:7]=[CH:6][CH:5]=[CH:4][C:3]=1[CH:8]([O:10][C:11](=[O:34])[NH:12][C:13]1[C:14]([CH3:33])=[N:15][O:16][C:17]=1[C:18]1[CH:23]=[CH:22][CH:21]=[C:20](B2OC(C)(C)C(C)(C)O2)[CH:19]=1)[CH3:9].Br[C:36]1[CH:41]=[CH:40][CH:39]=[CH:38][C:37]=1[CH2:42][C:43]([O:45][CH2:46][CH3:47])=[O:44].C(=O)(O)[O-].[Na+], predict the reaction product. (6) Given the reactants [Cl:1][C:2]1[CH:7]=[CH:6][C:5]([CH:8]([C:35]2[CH:40]=[CH:39][C:38]([Cl:41])=[CH:37][CH:36]=2)[C:9]2[CH:10]=[C:11]3[C:16](=[CH:17][CH:18]=2)[N:15]=[CH:14][N:13]=[C:12]3[NH:19][CH:20]2[CH2:25][CH2:24][N:23]([C:26]3[CH:34]=[CH:33][C:29]([C:30](O)=[O:31])=[CH:28][CH:27]=3)[CH2:22][CH2:21]2)=[CH:4][CH:3]=1.[NH2:42][CH2:43][CH2:44][OH:45].CN(C(ON1N=NC2C=CC=NC1=2)=[N+](C)C)C.F[P-](F)(F)(F)(F)F.CCN(C(C)C)C(C)C, predict the reaction product. The product is: [Cl:41][C:38]1[CH:39]=[CH:40][C:35]([CH:8]([C:5]2[CH:6]=[CH:7][C:2]([Cl:1])=[CH:3][CH:4]=2)[C:9]2[CH:10]=[C:11]3[C:16](=[CH:17][CH:18]=2)[N:15]=[CH:14][N:13]=[C:12]3[NH:19][CH:20]2[CH2:25][CH2:24][N:23]([C:26]3[CH:27]=[CH:28][C:29]([C:30]([NH:42][CH2:43][CH2:44][OH:45])=[O:31])=[CH:33][CH:34]=3)[CH2:22][CH2:21]2)=[CH:36][CH:37]=1. (7) Given the reactants C(OC([N:6]1[C:15]2[C:10](=[N:11][C:12]([O:16][CH3:17])=[CH:13][CH:14]=2)[C@@H:9]([NH:18][C:19]2[N:24]=[C:23]([CH2:25][C:26]3[CH:31]=[C:30]([C:32]([F:35])([F:34])[F:33])[CH:29]=[C:28]([C:36]([F:39])([F:38])[F:37])[CH:27]=3)[C:22]([CH2:40][CH2:41][CH2:42][S:43](CC(=C=O)OC)(=[O:45])=[O:44])=[CH:21][N:20]=2)[CH2:8][C@H:7]1[CH2:52][CH3:53])=O)C.[OH-:54].[Na+].Cl.[C:57]([O:60][CH2:61][CH3:62])(=[O:59])C, predict the reaction product. The product is: [CH2:61]([O:60][C:57]([N:6]1[C:15]2[C:10](=[N:11][C:12]([O:16][CH3:17])=[CH:13][CH:14]=2)[C@@H:9]([NH:18][C:19]2[N:24]=[C:23]([CH2:25][C:26]3[CH:31]=[C:30]([C:32]([F:33])([F:34])[F:35])[CH:29]=[C:28]([C:36]([F:38])([F:39])[F:37])[CH:27]=3)[C:22]([CH2:40][CH2:41][CH2:42][S:43]([OH:54])(=[O:45])=[O:44])=[CH:21][N:20]=2)[CH2:8][C@H:7]1[CH2:52][CH3:53])=[O:59])[CH3:62]. (8) Given the reactants N#N.[Si:3]([O:10][CH2:11][C:12]1[N:13]=[C:14](/[CH:17]=C/C2C=CC=CC=2)[O:15][CH:16]=1)([C:6]([CH3:9])([CH3:8])[CH3:7])([CH3:5])[CH3:4].[OH2:25], predict the reaction product. The product is: [Si:3]([O:10][CH2:11][C:12]1[N:13]=[C:14]([CH:17]=[O:25])[O:15][CH:16]=1)([C:6]([CH3:7])([CH3:8])[CH3:9])([CH3:4])[CH3:5].